This data is from Full USPTO retrosynthesis dataset with 1.9M reactions from patents (1976-2016). The task is: Predict the reactants needed to synthesize the given product. (1) Given the product [CH3:16][O:15][C:12]1[CH:13]=[CH:14][C:9]([N:8]2[C:24](=[O:25])[C:18]([C:19]([O:21][CH2:22][CH3:23])=[O:20])=[N:1][C:2]3[CH:7]=[CH:6][CH:5]=[N:4][C:3]2=3)=[CH:10][CH:11]=1, predict the reactants needed to synthesize it. The reactants are: [NH2:1][C:2]1[C:3]([NH:8][C:9]2[CH:14]=[CH:13][C:12]([O:15][CH3:16])=[CH:11][CH:10]=2)=[N:4][CH:5]=[CH:6][CH:7]=1.O=[C:18]([C:24](OCC)=[O:25])[C:19]([O:21][CH2:22][CH3:23])=[O:20]. (2) Given the product [Cl:48][C:45]1[CH:44]=[CH:43][C:42]([C:35]2[C:36]3[C:41](=[CH:40][CH:39]=[CH:38][CH:37]=3)[C:32]([NH:1][C:2]3[CH:3]=[CH:4][C:5]([S:8][C:9]4[CH:14]=[CH:13][N:12]=[C:11]([C:15]5[N:16]([C:24]([O:26][C:27]([CH3:30])([CH3:29])[CH3:28])=[O:25])[C:17]6[C:22]([CH:23]=5)=[CH:21][CH:20]=[CH:19][CH:18]=6)[N:10]=4)=[CH:6][CH:7]=3)=[N:33][N:34]=2)=[CH:47][CH:46]=1, predict the reactants needed to synthesize it. The reactants are: [NH2:1][C:2]1[CH:7]=[CH:6][C:5]([S:8][C:9]2[CH:14]=[CH:13][N:12]=[C:11]([C:15]3[N:16]([C:24]([O:26][C:27]([CH3:30])([CH3:29])[CH3:28])=[O:25])[C:17]4[C:22]([CH:23]=3)=[CH:21][CH:20]=[CH:19][CH:18]=4)[N:10]=2)=[CH:4][CH:3]=1.Cl[C:32]1[C:41]2[C:36](=[CH:37][CH:38]=[CH:39][CH:40]=2)[C:35]([C:42]2[CH:47]=[CH:46][C:45]([Cl:48])=[CH:44][CH:43]=2)=[N:34][N:33]=1.